Dataset: Catalyst prediction with 721,799 reactions and 888 catalyst types from USPTO. Task: Predict which catalyst facilitates the given reaction. (1) Reactant: [CH3:1][N:2]1[CH2:7][CH2:6][N:5]([CH2:8][C:9]2[CH:14]=[CH:13][CH:12]=[CH:11][C:10]=2[C:15](=[O:17])[CH3:16])[CH2:4][CH2:3]1.C([O:22][C:23](=[O:34])/[CH:24]=[CH:25]/[C:26]1[CH:31]=[CH:30][C:29]([CH:32]=O)=[CH:28][N:27]=1)(C)(C)C.[OH-].[K+]. Product: [CH3:1][N:2]1[CH2:7][CH2:6][N:5]([CH2:8][C:9]2[CH:14]=[CH:13][CH:12]=[CH:11][C:10]=2[C:15](=[O:17])/[CH:16]=[CH:32]/[C:29]2[CH:30]=[CH:31][C:26](/[CH:25]=[CH:24]/[C:23]([OH:34])=[O:22])=[N:27][CH:28]=2)[CH2:4][CH2:3]1. The catalyst class is: 88. (2) Reactant: [C:1]([O:6]CCCC)(=[O:5])[C:2](C)=[CH2:3].C(OC)(=O)C(C)=C.C(O)(=O)C(C)=C.[CH2:24]=[CH:25][C:26]1[CH:31]=[CH:30][CH:29]=[CH:28][CH:27]=1. Product: [C:1]([OH:6])(=[O:5])[CH:2]=[CH2:3].[CH2:24]=[CH:25][C:26]1[CH:31]=[CH:30][CH:29]=[CH:28][CH:27]=1. The catalyst class is: 6.